From a dataset of Full USPTO retrosynthesis dataset with 1.9M reactions from patents (1976-2016). Predict the reactants needed to synthesize the given product. (1) Given the product [F:27][C:23]1[CH:22]=[C:21]([NH:20][C:18]([N:15]2[CH2:16][CH2:17][N:12]([C:3]3[CH:2]=[N:11][C:10]4[C:5](=[CH:6][CH:7]=[CH:8][CH:9]=4)[N:4]=3)[CH:13]([C:28]3[CH:29]=[CH:30][CH:31]=[CH:32][CH:33]=3)[CH2:14]2)=[O:19])[CH:26]=[CH:25][CH:24]=1, predict the reactants needed to synthesize it. The reactants are: Cl[C:2]1[C:3]([N:12]2[CH2:17][CH2:16][N:15]([C:18]([NH:20][C:21]3[CH:26]=[CH:25][CH:24]=[C:23]([F:27])[CH:22]=3)=[O:19])[CH2:14][CH:13]2[C:28]2[CH:33]=[CH:32][CH:31]=[CH:30][CH:29]=2)=[N:4][C:5]2[C:10]([N:11]=1)=[CH:9][CH:8]=[CH:7][CH:6]=2. (2) The reactants are: [N:1]1[C:9]2[C:4](=[N:5][CH:6]=[CH:7][CH:8]=2)[NH:3][C:2]=1[C:10]1[C:22]2[C:21]3[C:16](=[CH:17][CH:18]=[CH:19][CH:20]=3)[C:15](=[N:23]O)[C:14]=2[CH:13]=[CH:12][CH:11]=1. Given the product [N:1]1[C:9]2[C:4](=[N:5][CH:6]=[CH:7][CH:8]=2)[NH:3][C:2]=1[C:10]1[C:22]2[C:21]3[C:16](=[CH:17][CH:18]=[CH:19][CH:20]=3)[CH:15]([NH2:23])[C:14]=2[CH:13]=[CH:12][CH:11]=1, predict the reactants needed to synthesize it.